This data is from Full USPTO retrosynthesis dataset with 1.9M reactions from patents (1976-2016). The task is: Predict the reactants needed to synthesize the given product. (1) Given the product [Br:4][C:5]1[CH:10]=[CH:9][C:8]([CH2:11][C:1]#[N:2])=[C:7]([CH3:13])[CH:6]=1, predict the reactants needed to synthesize it. The reactants are: [C-:1]#[N:2].[K+].[Br:4][C:5]1[CH:10]=[CH:9][C:8]([CH2:11]Br)=[C:7]([CH3:13])[CH:6]=1.O. (2) Given the product [C:16]1([S:22]([N:1]([S:22]([C:16]2[CH:21]=[CH:20][CH:19]=[CH:18][CH:17]=2)(=[O:24])=[O:23])[C:2]2[S:6][C:5]3[CH:7]=[CH:8][CH:9]=[CH:10][C:4]=3[C:3]=2[C:11]([O:13][CH2:14][CH3:15])=[O:12])(=[O:24])=[O:23])[CH:21]=[CH:20][CH:19]=[CH:18][CH:17]=1, predict the reactants needed to synthesize it. The reactants are: [NH2:1][C:2]1[S:6][C:5]2[CH:7]=[CH:8][CH:9]=[CH:10][C:4]=2[C:3]=1[C:11]([O:13][CH2:14][CH3:15])=[O:12].[C:16]1([S:22](Cl)(=[O:24])=[O:23])[CH:21]=[CH:20][CH:19]=[CH:18][CH:17]=1.